Predict the reactants needed to synthesize the given product. From a dataset of Full USPTO retrosynthesis dataset with 1.9M reactions from patents (1976-2016). (1) Given the product [OH:8][C@@:9]12[CH2:15][O:14][C@@H:13]1[C@H:12]([N:16]1[CH:24]=[C:22]([CH3:23])[C:20](=[O:21])[NH:19][C:17]1=[O:18])[O:11][C@@H:10]2[CH2:25][OH:26], predict the reactants needed to synthesize it. The reactants are: C([O:8][C@@:9]12[CH2:15][O:14][C@@H:13]1[C@H:12]([N:16]1[CH:24]=[C:22]([CH3:23])[C:20](=[O:21])[NH:19][C:17]1=[O:18])[O:11][C@@H:10]2[CH2:25][O:26]CC1C=CC=CC=1)C1C=CC=CC=1. (2) Given the product [CH:49]1([N:50]2[C:26](=[O:28])[C:24]3[C:23](=[CH:22][C:18]4[C:19](=[O:21])[N:38]([C@H:36]([CH3:35])[CH2:37][N:9]5[N:8]=[N:7][CH:11]=[N:10]5)[CH:53]=[N:16][C:17]=4[CH:25]=3)[N:29]=[CH:52]2)[CH2:48][CH2:47]1, predict the reactants needed to synthesize it. The reactants are: [OH-].[K+].N#N.Cl.Cl.[N:7]1(C[C@H](N)C)[CH:11]=[N:10][N:9]=[N:8]1.[NH2:16][C:17]1[CH:25]=[C:24]([C:26]([OH:28])=O)[C:23]([N+:29]([O-])=O)=[CH:22][C:18]=1[C:19]([OH:21])=O.C1C=C[C:35]2N(O)N=[N:38][C:36]=2[CH:37]=1.CCN=C=N[CH2:47][CH2:48][CH2:49][N:50]([CH3:52])C.[CH:53]1(N)CC1.